Dataset: NCI-60 drug combinations with 297,098 pairs across 59 cell lines. Task: Regression. Given two drug SMILES strings and cell line genomic features, predict the synergy score measuring deviation from expected non-interaction effect. (1) Drug 1: CC1C(C(=O)NC(C(=O)N2CCCC2C(=O)N(CC(=O)N(C(C(=O)O1)C(C)C)C)C)C(C)C)NC(=O)C3=C4C(=C(C=C3)C)OC5=C(C(=O)C(=C(C5=N4)C(=O)NC6C(OC(=O)C(N(C(=O)CN(C(=O)C7CCCN7C(=O)C(NC6=O)C(C)C)C)C)C(C)C)C)N)C. Drug 2: CCCCC(=O)OCC(=O)C1(CC(C2=C(C1)C(=C3C(=C2O)C(=O)C4=C(C3=O)C=CC=C4OC)O)OC5CC(C(C(O5)C)O)NC(=O)C(F)(F)F)O. Cell line: K-562. Synergy scores: CSS=84.5, Synergy_ZIP=9.76, Synergy_Bliss=8.38, Synergy_Loewe=6.52, Synergy_HSA=7.36. (2) Drug 1: CC12CCC3C(C1CCC2=O)CC(=C)C4=CC(=O)C=CC34C. Drug 2: CC1C(C(CC(O1)OC2CC(OC(C2O)C)OC3=CC4=CC5=C(C(=O)C(C(C5)C(C(=O)C(C(C)O)O)OC)OC6CC(C(C(O6)C)O)OC7CC(C(C(O7)C)O)OC8CC(C(C(O8)C)O)(C)O)C(=C4C(=C3C)O)O)O)O. Cell line: HOP-62. Synergy scores: CSS=41.6, Synergy_ZIP=3.99, Synergy_Bliss=2.30, Synergy_Loewe=2.48, Synergy_HSA=1.93.